This data is from Tyrosyl-DNA phosphodiesterase HTS with 341,365 compounds. The task is: Binary Classification. Given a drug SMILES string, predict its activity (active/inactive) in a high-throughput screening assay against a specified biological target. The drug is Fc1cc(C(=O)c2cn(nc2)c2nc(cc(n2)C)C)c(O)cc1. The result is 0 (inactive).